From a dataset of Full USPTO retrosynthesis dataset with 1.9M reactions from patents (1976-2016). Predict the reactants needed to synthesize the given product. (1) Given the product [NH2:6][C:5]1[CH:7]=[CH:8][C:2]([N:10]2[CH:15]=[CH:14][CH:13]=[CH:12][C:11]2=[O:16])=[CH:3][C:4]=1[F:9], predict the reactants needed to synthesize it. The reactants are: Br[C:2]1[CH:8]=[CH:7][C:5]([NH2:6])=[C:4]([F:9])[CH:3]=1.[NH:10]1[CH:15]=[CH:14][CH:13]=[CH:12][C:11]1=[O:16].C(=O)([O-])[O-].[K+].[K+]. (2) Given the product [F:17][C:18]1[CH:38]=[C:37]([N+:39]([O-:41])=[O:40])[CH:36]=[CH:35][C:19]=1[O:20][C:2]1[CH:7]=[CH:6][N:5]=[C:4]2[CH:8]=[C:9]([C:11]3[N:12]([CH3:16])[CH:13]=[CH:14][N:15]=3)[S:10][C:3]=12, predict the reactants needed to synthesize it. The reactants are: Cl[C:2]1[CH:7]=[CH:6][N:5]=[C:4]2[CH:8]=[C:9]([C:11]3[N:12]([CH3:16])[CH:13]=[CH:14][N:15]=3)[S:10][C:3]=12.[F:17][C:18]1[CH:38]=[C:37]([N+:39]([O-:41])=[O:40])[CH:36]=[CH:35][C:19]=1[O:20]C1C=CN=C2C=C(C3SC=CN=3)SC=12. (3) Given the product [F:24][C:25]1[C:30]([C:31]#[N:32])=[CH:29][C:28]2[C:33]3([CH2:43][O:44][C:27]=2[CH:26]=1)[C:41]1[C:36](=[CH:37][CH:38]=[CH:39][CH:40]=1)[N:35]([CH2:2][C:3]1[C:8]([C:9]([F:12])([F:11])[F:10])=[CH:7][CH:6]=[CH:5][N:4]=1)[C:34]3=[O:42], predict the reactants needed to synthesize it. The reactants are: Cl[CH2:2][C:3]1[C:8]([C:9]([F:12])([F:11])[F:10])=[CH:7][CH:6]=[CH:5][N:4]=1.BrCC1OC(C(F)(F)F)=CC=1.[F:24][C:25]1[C:30]([C:31]#[N:32])=[CH:29][C:28]2[C:33]3([CH2:43][O:44][C:27]=2[CH:26]=1)[C:41]1[C:36](=[CH:37][CH:38]=[CH:39][CH:40]=1)[NH:35][C:34]3=[O:42].CC1C2C=C3C4(C5C(=CC=CC=5)NC4=O)COC3=CC=2ON=1. (4) Given the product [CH3:15][C:5]([C:4]1[C:9](=[O:8])[C:10]([CH3:13])=[C:11]([CH3:12])[C:2](=[O:1])[C:3]=1[CH3:17])([CH3:16])[CH2:6][C:7]([OH:20])=[O:14], predict the reactants needed to synthesize it. The reactants are: [OH:1][C:2]1[C:3]([CH3:17])=[C:4]2[C:9](=[C:10]([CH3:13])[C:11]=1[CH3:12])[O:8][C:7](=[O:14])[CH2:6][C:5]2([CH3:16])[CH3:15].CC(C)=[O:20].O.C1C(=O)N(Br)C(=O)C1. (5) Given the product [CH3:13][C:14]1[N:15]=[C:16]([NH:29][C:40]([N:9]2[CH:10]=[CH:11][N:12]=[CH:8]2)=[O:41])[S:17][C:18]=1[C:19]1[CH:24]=[CH:23][N:22]=[C:21]([CH:25]2[CH2:27][CH:26]2[CH3:28])[N:20]=1, predict the reactants needed to synthesize it. The reactants are: C([C:8]1[NH:9][CH:10]=[CH:11][N:12]=1)([C:8]1[NH:9][CH:10]=[CH:11][N:12]=1)=O.[CH3:13][C:14]1[N:15]=[C:16]([NH2:29])[S:17][C:18]=1[C:19]1[CH:24]=[CH:23][N:22]=[C:21]([CH:25]2[CH2:27][CH:26]2[CH3:28])[N:20]=1.C(N(CC)CC)C.CN([CH:40]=[O:41])C.